Predict the reactants needed to synthesize the given product. From a dataset of Full USPTO retrosynthesis dataset with 1.9M reactions from patents (1976-2016). (1) Given the product [CH2:15]([O:22][C:23]1[C:28]2[C:29]([O:32][CH2:34][CH2:35][CH:36]3[CH2:37][CH2:38][N:39]([C:42]([O:44][C:45]([CH3:46])([CH3:48])[CH3:47])=[O:43])[CH2:40][CH2:41]3)=[N:30][O:31][C:27]=2[CH:26]=[CH:25][CH:24]=1)[C:16]1[CH:17]=[CH:18][CH:19]=[CH:20][CH:21]=1, predict the reactants needed to synthesize it. The reactants are: N(C(OC(C)C)=O)=NC(OC(C)C)=O.[CH2:15]([O:22][C:23]1[C:28]2[C:29]([OH:32])=[N:30][O:31][C:27]=2[CH:26]=[CH:25][CH:24]=1)[C:16]1[CH:21]=[CH:20][CH:19]=[CH:18][CH:17]=1.O[CH2:34][CH2:35][CH:36]1[CH2:41][CH2:40][N:39]([C:42]([O:44][C:45]([CH3:48])([CH3:47])[CH3:46])=[O:43])[CH2:38][CH2:37]1.C1(P(C2C=CC=CC=2)C2C=CC=CC=2)C=CC=CC=1. (2) Given the product [OH:2][C:3]1[CH:7]=[CH:6][S:5][C:4]=1[C:8]1[C:12]2[CH:13]=[C:14]([N:17]3[C:22](=[O:23])[CH:21]=[C:20]([C:24]([F:27])([F:26])[F:25])[N:19]([CH3:28])[C:18]3=[O:29])[CH:15]=[CH:16][C:11]=2[S:10][N:9]=1, predict the reactants needed to synthesize it. The reactants are: C[O:2][C:3]1[CH:7]=[CH:6][S:5][C:4]=1[C:8]1[C:12]2[CH:13]=[C:14]([N:17]3[C:22](=[O:23])[CH:21]=[C:20]([C:24]([F:27])([F:26])[F:25])[N:19]([CH3:28])[C:18]3=[O:29])[CH:15]=[CH:16][C:11]=2[S:10][N:9]=1.B(Cl)(Cl)Cl.Cl. (3) Given the product [F:42][C:39]([F:40])([F:41])[C:38]([NH:22][C:20]1[N:11]=[C:12]2[CH:17]=[N:16][CH:15]=[CH:14][N:13]2[CH:19]=1)=[O:43], predict the reactants needed to synthesize it. The reactants are: CC1C=CC(S([NH:11][C:12]2[CH:17]=[N:16][CH:15]=[CH:14][N:13]=2)(=O)=O)=CC=1.I[CH2:19][C:20]([NH2:22])=O.CCN(C(C)C)C(C)C.O.[F:40][C:39]([F:42])([F:41])[C:38](O[C:38](=[O:43])[C:39]([F:42])([F:41])[F:40])=[O:43]. (4) Given the product [N:21]1[CH:26]=[CH:25][CH:24]=[CH:23][C:22]=1[NH:27][C:28]([N:10]1[CH2:11][CH2:12][C:13]2[C:18](=[CH:17][CH:16]=[CH:15][CH:14]=2)[C@H:9]1[C:6]1[CH:5]=[CH:4][C:3]([C:2]([F:1])([F:19])[F:20])=[CH:8][CH:7]=1)=[O:29], predict the reactants needed to synthesize it. The reactants are: [F:1][C:2]([F:20])([F:19])[C:3]1[CH:8]=[CH:7][C:6]([C@@H:9]2[C:18]3[C:13](=[CH:14][CH:15]=[CH:16][CH:17]=3)[CH2:12][CH2:11][NH:10]2)=[CH:5][CH:4]=1.[N:21]1[CH:26]=[CH:25][CH:24]=[CH:23][C:22]=1[NH:27][C:28](=O)[O:29]C1C=CC([N+]([O-])=O)=CC=1.